Dataset: Catalyst prediction with 721,799 reactions and 888 catalyst types from USPTO. Task: Predict which catalyst facilitates the given reaction. (1) Reactant: [Br:1][C:2]1[CH:11]=[CH:10][C:9]([O:12][CH3:13])=[C:8]2[C:3]=1[CH2:4][CH2:5][C@@H:6]([NH2:14])[CH2:7]2.C(=O)([O-])[O-].[K+].[K+].[CH2:21](Br)[C:22]1[CH:27]=[CH:26][CH:25]=[CH:24][CH:23]=1. Product: [CH2:21]([N:14]([CH2:4][C:3]1[CH:8]=[CH:9][CH:10]=[CH:11][CH:2]=1)[C@@H:6]1[CH2:5][CH2:4][C:3]2[C:8](=[C:9]([O:12][CH3:13])[CH:10]=[CH:11][C:2]=2[Br:1])[CH2:7]1)[C:22]1[CH:27]=[CH:26][CH:25]=[CH:24][CH:23]=1. The catalyst class is: 10. (2) Reactant: [O:1]=[S:2]1(=[O:30])[C:8]2[CH:9]=[C:10]([O:14][CH3:15])[C:11]([Br:13])=[CH:12][C:7]=2[N:6]([C:16]2[CH:21]=[CH:20][CH:19]=[CH:18][CH:17]=2)[CH2:5][C:4]([CH2:26][CH2:27][CH2:28][CH3:29])([CH2:22][CH2:23][CH2:24][CH3:25])[NH:3]1.[CH3:31][O:32][C:33]1[CH:40]=[CH:39][C:36]([CH2:37]Cl)=[CH:35][CH:34]=1.[I-].[Cs+].C([O-])([O-])=O.[Cs+].[Cs+]. Product: [O:30]=[S:2]1(=[O:1])[C:8]2[CH:9]=[C:10]([O:14][CH3:15])[C:11]([Br:13])=[CH:12][C:7]=2[N:6]([C:16]2[CH:21]=[CH:20][CH:19]=[CH:18][CH:17]=2)[CH2:5][C:4]([CH2:26][CH2:27][CH2:28][CH3:29])([CH2:22][CH2:23][CH2:24][CH3:25])[N:3]1[CH2:37][C:36]1[CH:39]=[CH:40][C:33]([O:32][CH3:31])=[CH:34][CH:35]=1. The catalyst class is: 23. (3) Reactant: Cl.[NH2:2][CH:3]([CH:5]([C:14]1[CH:19]=[CH:18][C:17]([Cl:20])=[CH:16][CH:15]=1)[CH2:6][C:7]1[CH:12]=[CH:11][C:10]([Cl:13])=[CH:9][CH:8]=1)[CH3:4].C(N(C(C)C)CC)(C)C.[CH:30]1[C:39]2[C:34](=[CH:35][CH:36]=[CH:37][CH:38]=2)[CH:33]=[CH:32][C:31]=1[S:40](Cl)(=[O:42])=[O:41]. Product: [Cl:20][C:17]1[CH:16]=[CH:15][C:14]([CH:5]([CH2:6][C:7]2[CH:12]=[CH:11][C:10]([Cl:13])=[CH:9][CH:8]=2)[CH:3]([NH:2][S:40]([C:31]2[CH:32]=[CH:33][C:34]3[C:39](=[CH:38][CH:37]=[CH:36][CH:35]=3)[CH:30]=2)(=[O:42])=[O:41])[CH3:4])=[CH:19][CH:18]=1. The catalyst class is: 2. (4) Reactant: Br[CH2:2][C:3]1[CH:8]=[CH:7][C:6]([C:9](=[O:27])[CH2:10][N:11]2[CH:16]=[CH:15][C:14]([O:17][CH2:18][C:19]3[CH:24]=[CH:23][C:22]([Cl:25])=[CH:21][N:20]=3)=[CH:13][C:12]2=[O:26])=[C:5]([CH3:28])[CH:4]=1.C([O-])([O-])=O.[Cs+].[Cs+].[CH2:35]([N:37]1[CH2:42][CH2:41][NH:40][CH2:39][CH2:38]1)[CH3:36]. Product: [Cl:25][C:22]1[CH:23]=[CH:24][C:19]([CH2:18][O:17][C:14]2[CH:15]=[CH:16][N:11]([CH2:10][C:9]([C:6]3[CH:7]=[CH:8][C:3]([CH2:2][N:40]4[CH2:41][CH2:42][N:37]([CH2:35][CH3:36])[CH2:38][CH2:39]4)=[CH:4][C:5]=3[CH3:28])=[O:27])[C:12](=[O:26])[CH:13]=2)=[N:20][CH:21]=1. The catalyst class is: 80. (5) Reactant: [C:1]1(=[O:8])[O:7][C:5](=[O:6])[CH2:4][CH2:3][CH2:2]1.[N:9]1([C:14]([CH2:16][N:17]2[CH2:22][CH2:21][NH:20][CH2:19][CH2:18]2)=[O:15])[CH2:13][CH2:12][CH2:11][CH2:10]1. Product: [O:6]=[C:5]([N:20]1[CH2:19][CH2:18][N:17]([CH2:16][C:14](=[O:15])[N:9]2[CH2:10][CH2:11][CH2:12][CH2:13]2)[CH2:22][CH2:21]1)[CH2:4][CH2:3][CH2:2][C:1]([OH:7])=[O:8]. The catalyst class is: 12. (6) Reactant: [C:1]([O:6][CH3:7])(=[O:5])[C:2]([CH3:4])=[O:3].[CH3:8][C:9]1[O:13][C:12]([C:14]2[CH:19]=[CH:18][CH:17]=[CH:16][CH:15]=2)=[N:11][C:10]=1[CH2:20][CH:21]([CH2:24]O)[CH2:22][OH:23].B(F)(F)F.CCOCC. Product: [CH3:4][C:2]1([C:1]([O:6][CH3:7])=[O:5])[O:23][CH2:22][CH:21]([CH2:20][C:10]2[N:11]=[C:12]([C:14]3[CH:19]=[CH:18][CH:17]=[CH:16][CH:15]=3)[O:13][C:9]=2[CH3:8])[CH2:24][O:3]1. The catalyst class is: 23. (7) Reactant: C[O:2][C:3](=O)[CH2:4][C:5]1[CH:10]=[CH:9][C:8]([N+:11]([O-])=O)=[CH:7][C:6]=1[N+:14]([O-])=O. Product: [NH2:11][C:8]1[CH:7]=[C:6]2[C:5]([CH2:4][C:3](=[O:2])[NH:14]2)=[CH:10][CH:9]=1. The catalyst class is: 256. (8) Reactant: Cl[C:2]1[CH:7]=[C:6]([Cl:8])[N:5]=[N:4][C:3]=1[C:9]([O:11][CH3:12])=[O:10].[CH3:13][S:14]([C:17]1[CH:18]=[CH:19][C:20]([NH2:23])=[N:21][CH:22]=1)(=[O:16])=[O:15].CC1(C)C2C(=C(P(C3C=CC=CC=3)C3C=CC=CC=3)C=CC=2)OC2C(P(C3C=CC=CC=3)C3C=CC=CC=3)=CC=CC1=2.C(=O)([O-])[O-].[Cs+].[Cs+]. Product: [Cl:8][C:6]1[N:5]=[N:4][C:3]([C:9]([O:11][CH3:12])=[O:10])=[C:2]([NH:23][C:20]2[CH:19]=[CH:18][C:17]([S:14]([CH3:13])(=[O:16])=[O:15])=[CH:22][N:21]=2)[CH:7]=1. The catalyst class is: 102. (9) Reactant: I[C:2]1[C:10]2[CH2:9][CH2:8][C:7]([CH3:12])([CH3:11])[CH2:6][C:5]=2[N:4]([CH3:13])[N:3]=1.C([Mg]Cl)(C)C.[CH2:19]([Sn:23]([CH2:29][CH2:30][CH2:31][CH3:32])([CH2:25][CH2:26][CH2:27][CH3:28])Cl)[CH2:20][CH2:21][CH3:22]. Product: [CH3:13][N:4]1[C:5]2[CH2:6][C:7]([CH3:12])([CH3:11])[CH2:8][CH2:9][C:10]=2[C:2]([Sn:23]([CH2:25][CH2:26][CH2:27][CH3:28])([CH2:29][CH2:30][CH2:31][CH3:32])[CH2:19][CH2:20][CH2:21][CH3:22])=[N:3]1. The catalyst class is: 1.